Task: Predict the reactants needed to synthesize the given product.. Dataset: Full USPTO retrosynthesis dataset with 1.9M reactions from patents (1976-2016) (1) Given the product [Br:1][C:2]1[CH:3]=[CH:4][C:5]([C@@H:8]2[CH2:10][C@H:9]2[NH2:11])=[CH:6][CH:7]=1, predict the reactants needed to synthesize it. The reactants are: [Br:1][C:2]1[CH:7]=[CH:6][C:5]([C@@H:8]2[CH2:10][C@H:9]2[N+:11]([O-])=O)=[CH:4][CH:3]=1.Cl. (2) Given the product [S:13]1[C:17]2[CH:18]=[CH:19][CH:20]=[CH:21][C:16]=2[N:15]=[C:14]1[NH:22][C:6](=[O:7])[N:26]([CH2:27][CH2:28][CH:29]([C:30]1[CH:31]=[CH:32][CH:33]=[CH:34][CH:35]=1)[C:36]1[CH:41]=[CH:40][CH:39]=[CH:38][CH:37]=1)[CH:23]([CH3:25])[CH3:24], predict the reactants needed to synthesize it. The reactants are: C1N=CN([C:6](N2C=NC=C2)=[O:7])C=1.[S:13]1[C:17]2[CH:18]=[CH:19][CH:20]=[CH:21][C:16]=2[N:15]=[C:14]1[NH2:22].[CH:23]([NH:26][CH2:27][CH2:28][CH:29]([C:36]1[CH:41]=[CH:40][CH:39]=[CH:38][CH:37]=1)[C:30]1[CH:35]=[CH:34][CH:33]=[CH:32][CH:31]=1)([CH3:25])[CH3:24].CN(C=O)C. (3) Given the product [CH2:15]([O:3][C:4]1[CH:5]=[C:6]([CH:9]=[CH:10][C:11]=1[OH:12])[CH:7]=[O:8])[C:14]#[CH:13], predict the reactants needed to synthesize it. The reactants are: [H-].[Na+].[OH:3][C:4]1[CH:5]=[C:6]([CH:9]=[CH:10][C:11]=1[OH:12])[CH:7]=[O:8].[CH2:13](Br)[C:14]#[CH:15].Cl. (4) Given the product [Si:2]([O:9][CH2:10][CH2:11][C:12]1[C:13]([F:36])=[C:14]([CH:33]=[CH:34][CH:35]=1)[CH2:15][N:16]1[CH2:17][CH2:18][C:19]2([O:24][CH2:23][CH2:22][NH:21][CH2:20]2)[CH2:31][CH2:32]1)([C:5]([CH3:8])([CH3:6])[CH3:7])([CH3:4])[CH3:3], predict the reactants needed to synthesize it. The reactants are: N.[Si:2]([O:9][CH2:10][CH2:11][C:12]1[C:13]([F:36])=[C:14]([CH:33]=[CH:34][CH:35]=1)[CH2:15][N:16]1[CH2:32][CH2:31][C:19]2([O:24][CH2:23][CH2:22][N:21](C(=O)C(F)(F)F)[CH2:20]2)[CH2:18][CH2:17]1)([C:5]([CH3:8])([CH3:7])[CH3:6])([CH3:4])[CH3:3]. (5) Given the product [F:1][C:2]1[CH:7]=[CH:6][C:5]([C:8]2[C:16]([C:17]3[CH:18]=[CH:19][N:20]=[CH:21][CH:22]=3)=[C:11]3[CH:12]=[CH:13][CH:14]=[C:15]([I:28])[N:10]3[N:9]=2)=[CH:4][CH:3]=1, predict the reactants needed to synthesize it. The reactants are: [F:1][C:2]1[CH:7]=[CH:6][C:5]([C:8]2[C:16]([C:17]3[CH:22]=[CH:21][N:20]=[CH:19][CH:18]=3)=[C:11]3[CH:12]=[CH:13][CH:14]=[CH:15][N:10]3[N:9]=2)=[CH:4][CH:3]=1.C([Li])CCC.[I:28]N1C(=O)CCC1=O. (6) Given the product [C:14]1([CH2:20][CH2:21][CH2:22][CH2:23][CH2:24][O:12][C:9]([NH:1][C@@H:2]([C@H:3]([OH:4])[CH3:5])[C:6]([OH:8])=[O:7])=[O:10])[CH:19]=[CH:18][CH:17]=[CH:16][CH:15]=1, predict the reactants needed to synthesize it. The reactants are: [NH2:1][C@H:2]([C:6]([OH:8])=[O:7])[C@@H:3]([CH3:5])[OH:4].[C:9]([O-:12])(O)=[O:10].[Na+].[C:14]1([CH2:20][CH2:21][CH2:22][CH2:23][CH2:24]C2C(=O)N(C([O-])=O)C=CC=2)[CH:19]=[CH:18][CH:17]=[CH:16][CH:15]=1. (7) Given the product [CH2:26]([N:28]([C:29]1[CH:34]=[CH:33][CH:32]=[CH:31][N:30]=1)[C:8]([C:5]1[C:4]([NH:11][S:12]([C:15]2[CH:20]=[CH:19][C:18]([Cl:21])=[C:17]([C:22]([F:24])([F:23])[F:25])[CH:16]=2)(=[O:13])=[O:14])=[CH:3][C:2]([Cl:1])=[CH:7][N:6]=1)=[O:10])[CH3:27], predict the reactants needed to synthesize it. The reactants are: [Cl:1][C:2]1[CH:3]=[C:4]([NH:11][S:12]([C:15]2[CH:20]=[CH:19][C:18]([Cl:21])=[C:17]([C:22]([F:25])([F:24])[F:23])[CH:16]=2)(=[O:14])=[O:13])[C:5]([C:8]([OH:10])=O)=[N:6][CH:7]=1.[CH2:26]([NH:28][C:29]1[CH:34]=[CH:33][CH:32]=[CH:31][N:30]=1)[CH3:27].F[P-](F)(F)(F)(F)F.N1(O[P+](N(C)C)(N(C)C)N(C)C)C2C=CC=CC=2N=N1.CCN(C(C)C)C(C)C. (8) Given the product [Br:15][C:9]1[CH:10]=[C:11]([CH3:14])[CH:12]=[CH:13][C:8]=1[NH:7][CH:1]1[CH2:6][CH2:5][CH2:4][CH2:3][CH2:2]1, predict the reactants needed to synthesize it. The reactants are: [CH:1]1([NH:7][C:8]2[CH:13]=[CH:12][C:11]([CH3:14])=[CH:10][CH:9]=2)[CH2:6][CH2:5][CH2:4][CH2:3][CH2:2]1.[Br:15]Br.[OH-].[K+]. (9) Given the product [Cl:1][C:2]1[CH:3]=[CH:4][C:5]([C:8]2[CH:12]=[C:11]([CH:13]3[CH2:18][CH2:17][N:16]([CH2:19][CH:20]([C:22]4[CH:27]=[CH:26][CH:25]=[CH:24][CH:23]=4)[OH:21])[CH2:15][CH2:14]3)[N:10]([C:28]3[N:29]=[CH:30][CH:31]=[CH:32][N:33]=3)[N:9]=2)=[CH:6][CH:7]=1, predict the reactants needed to synthesize it. The reactants are: [Cl:1][C:2]1[CH:7]=[CH:6][C:5]([C:8]2[CH:12]=[C:11]([CH:13]3[CH2:18][CH2:17][N:16]([CH2:19][C:20]([C:22]4[CH:27]=[CH:26][CH:25]=[CH:24][CH:23]=4)=[O:21])[CH2:15][CH2:14]3)[N:10]([C:28]3[N:33]=[CH:32][CH:31]=[CH:30][N:29]=3)[N:9]=2)=[CH:4][CH:3]=1.[BH4-].[Na+].